Dataset: Catalyst prediction with 721,799 reactions and 888 catalyst types from USPTO. Task: Predict which catalyst facilitates the given reaction. (1) Reactant: [CH3:1][C:2]1[CH2:3][CH:4]2[C:8](=[O:9])[O:7][C:6](=[O:10])[CH:5]2[CH2:11][C:12]=1[CH3:13].BrBr. Product: [CH3:1][C:2]1[CH:3]=[C:4]2[C:8](=[O:9])[O:7][C:6](=[O:10])[C:5]2=[CH:11][C:12]=1[CH3:13]. The catalyst class is: 15. (2) Reactant: [OH:1][C:2]1[N:11]=[CH:10][CH:9]=[C:8]2[C:3]=1[CH:4]=[C:5]([C:30]1[CH:35]=[CH:34][CH:33]=[CH:32][CH:31]=1)[C:6]([C:12]1[CH:17]=[CH:16][C:15]([C:18]3([NH:22][C:23](=[O:29])[O:24][C:25]([CH3:28])([CH3:27])[CH3:26])[CH2:21][CH2:20][CH2:19]3)=[CH:14][CH:13]=1)=[N:7]2.C1C(=O)N([I:43])C(=O)C1. Product: [OH:1][C:2]1[N:11]=[CH:10][C:9]([I:43])=[C:8]2[C:3]=1[CH:4]=[C:5]([C:30]1[CH:31]=[CH:32][CH:33]=[CH:34][CH:35]=1)[C:6]([C:12]1[CH:17]=[CH:16][C:15]([C:18]3([NH:22][C:23](=[O:29])[O:24][C:25]([CH3:28])([CH3:27])[CH3:26])[CH2:21][CH2:20][CH2:19]3)=[CH:14][CH:13]=1)=[N:7]2. The catalyst class is: 23. (3) Reactant: C(O[C:4](=[O:19])[C:5]([N:10]1[CH:14]=[C:13]([C:15]([F:18])([F:17])[F:16])[N:12]=[CH:11]1)=[CH:6][N:7](C)C)C.[NH:20]([C:22]1[N:27]=[CH:26][C:25]([CH2:28][OH:29])=[CH:24][CH:23]=1)N.C(=O)(O)[O-].[Na+]. Product: [OH:29][CH2:28][C:25]1[CH:24]=[CH:23][C:22]([N:20]2[C:4](=[O:19])[C:5]([N:10]3[CH:14]=[C:13]([C:15]([F:16])([F:17])[F:18])[N:12]=[CH:11]3)=[CH:6][NH:7]2)=[N:27][CH:26]=1. The catalyst class is: 342. (4) Reactant: [CH2:1]([OH:12])[CH2:2][CH2:3][CH2:4][CH2:5][CH2:6][CH2:7][CH2:8][CH2:9][CH2:10][OH:11].[CH2:13](Br)[C:14]1[CH:19]=[CH:18][CH:17]=[CH:16][CH:15]=1. Product: [CH2:13]([O:12][CH2:1][CH2:2][CH2:3][CH2:4][CH2:5][CH2:6][CH2:7][CH2:8][CH2:9][CH2:10][OH:11])[C:14]1[CH:19]=[CH:18][CH:17]=[CH:16][CH:15]=1. The catalyst class is: 2. (5) The catalyst class is: 5. Reactant: CO[C@@H:3]([CH2:8][N:9]([C:14]1[CH:19]=[CH:18][C:17]([O:20][C:21]2[CH:26]=[CH:25][C:24](Cl)=[CH:23][CH:22]=2)=[CH:16][CH:15]=1)[S:10]([CH3:13])(=[O:12])=[O:11])[C:4](OC)=O.Cl.[NH2:29][OH:30].[CH3:31][O-:32].[Na+].Cl.[CH3:35]COC(C)=O.[OH2:41]. Product: [CH3:31][O:32][C@@H:3]([CH2:8][N:9]([C:14]1[CH:19]=[CH:18][C:17]([O:20][C:21]2[CH:26]=[CH:25][C:24]([CH3:35])=[CH:23][CH:22]=2)=[CH:16][CH:15]=1)[S:10]([CH3:13])(=[O:12])=[O:11])[C:4]([NH:29][OH:30])=[O:41]. (6) Reactant: Cl.[CH3:2][O:3][C:4]([C:6]1[N:7]([C:20]2[CH:25]=[CH:24][CH:23]=[CH:22][CH:21]=2)[C:8]2[C:13]([C:14](=[O:18])[C:15]=1[CH2:16][NH2:17])=[CH:12][CH:11]=[C:10]([Cl:19])[CH:9]=2)=[O:5].Cl[C:27]([O:29][C:30]1[CH:35]=[CH:34][CH:33]=[CH:32][CH:31]=1)=[O:28].C(N(CC)C(C)C)(C)C. Product: [CH3:2][O:3][C:4]([C:6]1[N:7]([C:20]2[CH:25]=[CH:24][CH:23]=[CH:22][CH:21]=2)[C:8]2[C:13]([C:14](=[O:18])[C:15]=1[CH2:16][NH:17][C:27]([O:29][C:30]1[CH:35]=[CH:34][CH:33]=[CH:32][CH:31]=1)=[O:28])=[CH:12][CH:11]=[C:10]([Cl:19])[CH:9]=2)=[O:5]. The catalyst class is: 2. (7) Reactant: [OH-].[K+].C[O:4][C:5](=[O:36])[C:6]1[CH:11]=[CH:10][C:9]([NH:12][C:13]([C:15]2[CH:24]=[C:23]3[C:18]([CH2:19][CH2:20][CH2:21][N:22]3[S:25]([C:28]3[CH:33]=[CH:32][CH:31]=[C:30]([F:34])[CH:29]=3)(=[O:27])=[O:26])=[CH:17][CH:16]=2)=[O:14])=[CH:8][C:7]=1[Cl:35]. Product: [Cl:35][C:7]1[CH:8]=[C:9]([NH:12][C:13]([C:15]2[CH:24]=[C:23]3[C:18]([CH2:19][CH2:20][CH2:21][N:22]3[S:25]([C:28]3[CH:33]=[CH:32][CH:31]=[C:30]([F:34])[CH:29]=3)(=[O:27])=[O:26])=[CH:17][CH:16]=2)=[O:14])[CH:10]=[CH:11][C:6]=1[C:5]([OH:36])=[O:4]. The catalyst class is: 111. (8) Reactant: [Br:1][C:2]1[S:3][C:4]([C:7]([OH:9])=O)=[CH:5][N:6]=1.C(N(CC)CC)C.CN(C(ON1N=NC2C=CC=NC1=2)=[N+](C)C)C.F[P-](F)(F)(F)(F)F.[NH2:41][CH:42]1[CH2:47][CH2:46][N:45]([CH2:48][C:49]2[CH:56]=[CH:55][C:52]([C:53]#[N:54])=[CH:51][CH:50]=2)[CH2:44][CH2:43]1. Product: [Br:1][C:2]1[S:3][C:4]([C:7]([NH:41][CH:42]2[CH2:47][CH2:46][N:45]([CH2:48][C:49]3[CH:56]=[CH:55][C:52]([C:53]#[N:54])=[CH:51][CH:50]=3)[CH2:44][CH2:43]2)=[O:9])=[CH:5][N:6]=1. The catalyst class is: 35. (9) Reactant: [C:1](Cl)(=[O:12])[O:2][C:3]1[CH:8]=[CH:7][C:6]([N+:9]([O-:11])=[O:10])=[CH:5][CH:4]=1.CCN(C(C)C)C(C)C.[CH3:23][C:24]1[CH:29]=[C:28]([C:30]2[CH:35]=[CH:34][C:33]([NH2:36])=[CH:32][CH:31]=2)[CH:27]=[CH:26][N:25]=1. Product: [CH3:23][C:24]1[CH:29]=[C:28]([C:30]2[CH:35]=[CH:34][C:33]([NH:36][C:1](=[O:12])[O:2][C:3]3[CH:8]=[CH:7][C:6]([N+:9]([O-:11])=[O:10])=[CH:5][CH:4]=3)=[CH:32][CH:31]=2)[CH:27]=[CH:26][N:25]=1. The catalyst class is: 795.